From a dataset of Forward reaction prediction with 1.9M reactions from USPTO patents (1976-2016). Predict the product of the given reaction. (1) Given the reactants [CH:1]([O:4][C:5]([C:7]1[C:16]2[C:11](=[C:12](C(C)C)[CH:13]=[CH:14][CH:15]=2)[C:10]([C:20]([O:22][CH:23]([CH3:25])[CH3:24])=[O:21])=[C:9](C(C)C)[C:8]=1[Si](C)(C)C)=[O:6])([CH3:3])[CH3:2].[Br:33]N1C(=O)CCC1=O, predict the reaction product. The product is: [CH:1]([O:4][C:5]([C:7]1[C:16]2[C:11](=[CH:12][CH:13]=[CH:14][CH:15]=2)[C:10]([C:20]([O:22][CH:23]([CH3:25])[CH3:24])=[O:21])=[CH:9][C:8]=1[Br:33])=[O:6])([CH3:3])[CH3:2]. (2) Given the reactants [CH3:1][O:2][C:3]1[CH:8]=[CH:7][CH:6]=[CH:5][C:4]=1[C:9]1[N:14]=[CH:13][N:12]=[C:11]([NH:15][C:16]2[CH:17]=[C:18]([CH2:22][S:23]([NH2:26])(=[O:25])=[O:24])[CH:19]=[CH:20][CH:21]=2)[N:10]=1.[Cl:27]C1N=CN=C(NC2C=C(CS(N)(=O)=O)C=CC=2)N=1.ClC1C=CC(B(O)O)=C(OC)C=1, predict the reaction product. The product is: [Cl:27][C:7]1[CH:6]=[CH:5][C:4]([C:9]2[N:14]=[CH:13][N:12]=[C:11]([NH:15][C:16]3[CH:17]=[C:18]([CH2:22][S:23]([NH2:26])(=[O:25])=[O:24])[CH:19]=[CH:20][CH:21]=3)[N:10]=2)=[C:3]([O:2][CH3:1])[CH:8]=1. (3) Given the reactants [CH3:1][C:2]1[O:6][C:5]([C:7]2[CH:12]=[CH:11][CH:10]=[CH:9][CH:8]=2)=[N:4][C:3]=1[CH2:13][CH2:14][O:15][C:16]1[CH:21]=[CH:20][C:19]([CH2:22]O)=[CH:18][CH:17]=1.[Cl-:24].C(N(CC)CC)C, predict the reaction product. The product is: [Cl:24][CH2:22][C:19]1[CH:20]=[CH:21][C:16]([O:15][CH2:14][CH2:13][C:3]2[N:4]=[C:5]([C:7]3[CH:12]=[CH:11][CH:10]=[CH:9][CH:8]=3)[O:6][C:2]=2[CH3:1])=[CH:17][CH:18]=1. (4) Given the reactants [F:1][C:2]1[CH:7]=[CH:6][C:5]([C:8]2[N:12]=[N:11][N:10]([CH3:13])[C:9]=2/[CH:14]=[CH:15]/[C:16]2[CH:24]=[CH:23][C:19]([C:20]([OH:22])=O)=[CH:18][N:17]=2)=[CH:4][CH:3]=1.[NH2:25][CH:26]1[CH2:31][CH2:30][O:29][CH2:28][CH2:27]1, predict the reaction product. The product is: [F:1][C:2]1[CH:3]=[CH:4][C:5]([C:8]2[N:12]=[N:11][N:10]([CH3:13])[C:9]=2/[CH:14]=[CH:15]/[C:16]2[CH:24]=[CH:23][C:19]([C:20]([NH:25][CH:26]3[CH2:31][CH2:30][O:29][CH2:28][CH2:27]3)=[O:22])=[CH:18][N:17]=2)=[CH:6][CH:7]=1. (5) Given the reactants [C:1]([O:4]C(=O)C)(=O)[CH3:2].[NH2:8][C:9]1[C:10]([CH3:17])=[C:11]([CH:14]=[CH:15][CH:16]=1)[CH2:12][OH:13].C([O-])(=O)C.[K+].[N:23](OCCCCC)=O.C1OCCOCCOCCOCCOCCOC1, predict the reaction product. The product is: [C:1]([N:8]1[C:9]2[CH:16]=[CH:15][CH:14]=[C:11]([CH2:12][OH:13])[C:10]=2[CH:17]=[N:23]1)(=[O:4])[CH3:2]. (6) Given the reactants [NH:1]1[CH2:6][CH2:5][CH2:4][CH:3]([CH2:7][OH:8])[CH2:2]1.[Cl:9][C:10]1[CH:15]=[CH:14][C:13]([C:16]2([C:21](O)=[O:22])[CH2:20][CH2:19][CH2:18][CH2:17]2)=[CH:12][CH:11]=1.C(N(C(C)C)CC)(C)C.C1CN([P+](Br)(N2CCCC2)N2CCCC2)CC1.F[P-](F)(F)(F)(F)F, predict the reaction product. The product is: [Cl:9][C:10]1[CH:11]=[CH:12][C:13]([C:16]2([C:21]([N:1]3[CH2:6][CH2:5][CH2:4][CH:3]([CH2:7][OH:8])[CH2:2]3)=[O:22])[CH2:20][CH2:19][CH2:18][CH2:17]2)=[CH:14][CH:15]=1.